The task is: Predict the reaction yield, written as a fraction of the theoretical maximum amount of product (1.0 means a 100% yield; for example, 0.34 means a 34% yield).. This data is from Reaction yield outcomes from USPTO patents with 853,638 reactions. The reactants are Cl[CH:2]([C:16]1[CH:21]=[CH:20][CH:19]=[CH:18][CH:17]=1)[C:3]([NH:5][C:6]1[CH:7]=[C:8]2[C:13](=[CH:14][CH:15]=1)[CH:12]=[N:11][CH:10]=[CH:9]2)=[O:4].[NH:22]1[CH2:27][CH2:26][O:25][CH2:24][CH2:23]1. The catalyst is CO. The product is [NH3:5].[CH:12]1[C:13]2[C:8](=[CH:7][C:6]([NH:5][C:3](=[O:4])[CH:2]([N:22]3[CH2:27][CH2:26][O:25][CH2:24][CH2:23]3)[C:16]3[CH:21]=[CH:20][CH:19]=[CH:18][CH:17]=3)=[CH:15][CH:14]=2)[CH:9]=[CH:10][N:11]=1. The yield is 0.0200.